This data is from Forward reaction prediction with 1.9M reactions from USPTO patents (1976-2016). The task is: Predict the product of the given reaction. (1) Given the reactants [C:1]([O:4][CH2:5][C:6]1[C:11]([N:12]2[CH2:23][CH2:22][N:21]3[C:14](=[CH:15][C:16]4[CH2:17][C:18]([CH3:25])([CH3:24])[CH2:19][C:20]=43)[C:13]2=[O:26])=[CH:10][C:9]([F:27])=[CH:8][C:7]=1Br)(=[O:3])[CH3:2].[CH2:29]([N:31]1[CH2:36][CH2:35][N:34]([C:37]2[CH:38]=[CH:39][C:40]([NH:43][C:44]3[C:45](=[O:60])[N:46]([CH3:59])[CH:47]=[C:48](B4OC(C)(C)C(C)(C)O4)[CH:49]=3)=[N:41][CH:42]=2)[CH2:33][CH2:32]1)[CH3:30].C([O-])([O-])=O.[Na+].[Na+].COCCOC, predict the reaction product. The product is: [CH2:29]([N:31]1[CH2:36][CH2:35][N:34]([C:37]2[CH:38]=[CH:39][C:40]([NH:43][C:44]3[C:45](=[O:60])[N:46]([CH3:59])[CH:47]=[C:48]([C:7]4[C:6]([CH2:5][O:4][C:1](=[O:3])[CH3:2])=[C:11]([N:12]5[CH2:23][CH2:22][N:21]6[C:14](=[CH:15][C:16]7[CH2:17][C:18]([CH3:25])([CH3:24])[CH2:19][C:20]=76)[C:13]5=[O:26])[CH:10]=[C:9]([F:27])[CH:8]=4)[CH:49]=3)=[N:41][CH:42]=2)[CH2:33][CH2:32]1)[CH3:30]. (2) Given the reactants [C:1]([C:3]1[C:12]([C:13]#[N:14])=[N:11][C:10]2[C:5](=[CH:6][CH:7]=[CH:8][CH:9]=2)[N:4]=1)#[N:2].[CH3:15][O-:16].[Na+].[C:18]([OH:21])(=O)[CH3:19].[O:22]=[C:23]1[C:31]2[C:26](=[CH:27][CH:28]=[CH:29][CH:30]=2)[C:25](=[O:32])[CH2:24]1, predict the reaction product. The product is: [NH2:2][C:1]1([CH:19]2[C:18](=[O:21])[C:10]3[C:5](=[CH:6][CH:7]=[CH:8][CH:9]=3)[C:15]2=[O:16])[C:3]2[N:4]=[C:5]3[CH:6]=[CH:7][CH:8]=[CH:9][C:10]3=[N:11][C:12]=2[C:13](=[C:24]2[C:23](=[O:22])[C:31]3[C:26](=[CH:27][CH:28]=[CH:29][CH:30]=3)[C:25]2=[O:32])[NH:14]1. (3) Given the reactants [Cl:1][C:2]1[CH:7]=[C:6]([CH2:8][CH2:9][N+:10]([O-:12])=[O:11])[CH:5]=[C:4]([F:13])[CH:3]=1.[C:14]([O:18][C:19]([N:21]1[C@@H:26]([CH:27]=[O:28])[CH2:25][O:24][C@@H:23]([O:29][CH2:30][C:31]([CH3:34])([CH3:33])[CH3:32])[CH2:22]1)=[O:20])([CH3:17])([CH3:16])[CH3:15].[F-].C([N+](CCCC)(CCCC)CCCC)CCC, predict the reaction product. The product is: [C:14]([O:18][C:19]([N:21]1[C@@H:26]([C@@H:27]([OH:28])[C@@H:9]([N+:10]([O-:12])=[O:11])[CH2:8][C:6]2[CH:5]=[C:4]([F:13])[CH:3]=[C:2]([Cl:1])[CH:7]=2)[CH2:25][O:24][C@@H:23]([O:29][CH2:30][C:31]([CH3:34])([CH3:33])[CH3:32])[CH2:22]1)=[O:20])([CH3:17])([CH3:16])[CH3:15]. (4) Given the reactants [O:1]=[C:2]1[CH2:7][O:6][CH2:5][CH2:4][N:3]1[C:8]1[CH:9]=[N:10][N:11]2[CH2:16][CH2:15][N:14]([C:17]([O:19]C(C)(C)C)=O)[CH2:13][C:12]=12.[Cl:24][C:25]1[CH:26]=[C:27]([NH:32]C(=O)OC2C=CC=CC=2)[CH:28]=[CH:29][C:30]=1[F:31], predict the reaction product. The product is: [Cl:24][C:25]1[CH:26]=[C:27]([NH:32][C:17]([N:14]2[CH2:15][CH2:16][N:11]3[N:10]=[CH:9][C:8]([N:3]4[CH2:4][CH2:5][O:6][CH2:7][C:2]4=[O:1])=[C:12]3[CH2:13]2)=[O:19])[CH:28]=[CH:29][C:30]=1[F:31]. (5) Given the reactants [F:1][C:2]1[CH:7]=[C:6]([CH3:8])[C:5]([S:9][CH2:10][C:11]([F:14])([F:13])[F:12])=[CH:4][C:3]=1[N:15]1[C:19]([CH3:20])=[CH:18][C:17]([OH:21])=[N:16]1.[F:22][C:23]([F:28])([F:27])[CH2:24][CH2:25]O.C1(P(C2C=CC=CC=2)C2C=CC=CC=2)C=CC=CC=1.N(C(N1CCCCC1)=O)=NC(N1CCCCC1)=O, predict the reaction product. The product is: [F:1][C:2]1[CH:7]=[C:6]([CH3:8])[C:5]([S:9][CH2:10][C:11]([F:14])([F:12])[F:13])=[CH:4][C:3]=1[N:15]1[C:19]([CH3:20])=[CH:18][C:17]([O:21][CH2:25][CH2:24][C:23]([F:28])([F:27])[F:22])=[N:16]1. (6) The product is: [C:1]([O:5][C@@H:6]([C:12]1[C:13]([CH3:36])=[N:14][C:15]2[N:16]([N:19]=[C:20]([C:22](=[O:35])[NH:23][CH2:24][C:25](=[O:34])[CH2:26][C:27]3[CH:32]=[CH:31][C:30]([F:33])=[CH:29][CH:28]=3)[CH:21]=2)[C:17]=1[N:39]1[CH2:40][CH2:42][C:51]([OH:52])([CH3:50])[CH2:45][CH2:43]1)[C:7]([O:9][CH2:10][CH3:11])=[O:8])([CH3:4])([CH3:3])[CH3:2]. Given the reactants [C:1]([O:5][C@@H:6]([C:12]1[C:13]([CH3:36])=[N:14][C:15]2[N:16]([N:19]=[C:20]([C:22](=[O:35])[NH:23][CH2:24][C:25](=[O:34])[CH2:26][C:27]3[CH:32]=[CH:31][C:30]([F:33])=[CH:29][CH:28]=3)[CH:21]=2)[C:17]=1I)[C:7]([O:9][CH2:10][CH3:11])=[O:8])([CH3:4])([CH3:3])[CH3:2].CC[N:39]([CH:43]([CH3:45])C)[CH:40]([CH3:42])C.CN1[C:51](=[O:52])[CH2:50]CC1, predict the reaction product. (7) Given the reactants [Br:1][C:2]1[CH:20]=[CH:19][C:5]([O:6][C:7]2[N:14]=[C:13]([NH:15][CH2:16][CH2:17][OH:18])[CH:12]=[CH:11][C:8]=2[C:9]#[N:10])=[CH:4][C:3]=1[CH:21]1[O:25]CCO1.Cl.[CH2:27]1COCC1, predict the reaction product. The product is: [Br:1][C:2]1[CH:20]=[CH:19][C:5]([O:6][C:7]2[N:14]=[C:13]([N:15]([CH2:16][CH2:17][OH:18])[CH3:27])[CH:12]=[CH:11][C:8]=2[C:9]#[N:10])=[CH:4][C:3]=1[CH:21]=[O:25].